Dataset: Catalyst prediction with 721,799 reactions and 888 catalyst types from USPTO. Task: Predict which catalyst facilitates the given reaction. (1) Reactant: [H-].[Na+].[Cl:3][C:4]1[CH:5]=[C:6]2[C:10](=[CH:11][CH:12]=1)[NH:9][CH:8]=[CH:7]2.Cl[C:14]1[C:23]2[C:18](=[CH:19][CH:20]=[CH:21][CH:22]=2)[N:17]=[C:16]([C:24]2[CH:29]=[CH:28][CH:27]=[CH:26][CH:25]=2)[CH:15]=1. Product: [Cl:3][C:4]1[CH:5]=[C:6]2[C:10](=[CH:11][CH:12]=1)[N:9]([C:14]1[C:23]3[C:18](=[CH:19][CH:20]=[CH:21][CH:22]=3)[N:17]=[C:16]([C:24]3[CH:29]=[CH:28][CH:27]=[CH:26][CH:25]=3)[CH:15]=1)[CH:8]=[CH:7]2. The catalyst class is: 9. (2) Reactant: [OH:1][C:2]1[C:9]([OH:10])=[CH:8][CH:7]=[CH:6][C:3]=1[CH:4]=[O:5].[C:11](=[O:14])([O-])[O-:12].[K+].[K+].[Cl:17][C:18]1[CH:25]=[CH:24][CH:23]=[CH:22][C:19]=1[CH2:20]Cl.O. Product: [Cl:17][C:18]1[CH:25]=[CH:24][CH:23]=[CH:22][C:19]=1[CH2:20][O:1][C:2]1[C:9]([O:10][CH2:20][C:19]2[CH:22]=[CH:23][CH:24]=[CH:25][C:18]=2[Cl:17])=[CH:8][CH:7]=[CH:6][C:3]=1[CH:4]([OH:5])[C:11]([OH:12])=[O:14]. The catalyst class is: 14. (3) Reactant: ClC(Cl)(Cl)C([NH:5][C:6]([NH:8][C:9]1[CH:13]=[CH:12][S:11][C:10]=1[C:14]([O:16][CH3:17])=[O:15])=[O:7])=O.N. Product: [NH2:5][C:6]([NH:8][C:9]1[CH:13]=[CH:12][S:11][C:10]=1[C:14]([O:16][CH3:17])=[O:15])=[O:7]. The catalyst class is: 5.